This data is from Peptide-MHC class II binding affinity with 134,281 pairs from IEDB. The task is: Regression. Given a peptide amino acid sequence and an MHC pseudo amino acid sequence, predict their binding affinity value. This is MHC class II binding data. The binding affinity (normalized) is 0.574. The MHC is DRB5_0101 with pseudo-sequence DRB5_0101. The peptide sequence is VPLYNRFSYIPNGAL.